This data is from Forward reaction prediction with 1.9M reactions from USPTO patents (1976-2016). The task is: Predict the product of the given reaction. (1) Given the reactants C(OC1C=C(C(C)C)C=CC=1C(Cl)=O)C.[Cl:16][C:17]1[CH:22]=[CH:21][C:20]([C:23]2([CH3:49])[C:27]([C:29]3[CH:34]=[CH:33][C:32]([Cl:35])=[CH:31][CH:30]=3)([CH3:28])[NH:26][C:25]([C:36]3[CH:41]=[CH:40][C:39]([C:42](C)([CH3:44])[CH3:43])=[CH:38][C:37]=3[O:46][CH2:47][CH3:48])=[N:24]2)=[CH:19][CH:18]=1, predict the reaction product. The product is: [Cl:16][C:17]1[CH:18]=[CH:19][C:20]([C:23]2([CH3:49])[C:27]([C:29]3[CH:30]=[CH:31][C:32]([Cl:35])=[CH:33][CH:34]=3)([CH3:28])[NH:26][C:25]([C:36]3[CH:41]=[CH:40][C:39]([CH:42]([CH3:44])[CH3:43])=[CH:38][C:37]=3[O:46][CH2:47][CH3:48])=[N:24]2)=[CH:21][CH:22]=1. (2) Given the reactants Br[C:2]1[CH:7]=[CH:6][CH:5]=[C:4]([Br:8])[CH:3]=1.[C:9]([C:11]([OH:18])([CH2:15][CH2:16][CH3:17])[CH2:12][CH2:13][CH3:14])#[CH:10], predict the reaction product. The product is: [Br:8][C:4]1[CH:3]=[C:2]([C:10]#[C:9][C:11]([OH:18])([CH2:15][CH2:16][CH3:17])[CH2:12][CH2:13][CH3:14])[CH:7]=[CH:6][CH:5]=1. (3) Given the reactants C(OC([NH:8][C:9]1[N:14]=[CH:13][C:12]([CH2:15][CH:16]([CH:24]([S:45]CC2C=CC(OC)=CC=2)[CH2:25][CH2:26][C:27]2[CH:32]=[CH:31][CH:30]=[C:29]([C:33]([N:35]([CH3:44])[CH2:36][CH2:37][C:38]3[CH:43]=[CH:42][CH:41]=[CH:40][CH:39]=3)=[O:34])[CH:28]=2)[C:17]([O:19]C(C)(C)C)=[O:18])=[CH:11][CH:10]=1)=O)(C)(C)C, predict the reaction product. The product is: [NH2:8][C:9]1[N:14]=[CH:13][C:12]([CH2:15][CH:16]([CH:24]([SH:45])[CH2:25][CH2:26][C:27]2[CH:32]=[CH:31][CH:30]=[C:29]([C:33]([N:35]([CH3:44])[CH2:36][CH2:37][C:38]3[CH:43]=[CH:42][CH:41]=[CH:40][CH:39]=3)=[O:34])[CH:28]=2)[C:17]([OH:19])=[O:18])=[CH:11][CH:10]=1. (4) Given the reactants [CH:1]([O:4][C:5]([N:7]1[CH:20](C(O)=O)[CH2:19][C:18]2[CH:17]=[C:16]3[C:11]([O:12][C@@H:13]([C:25]4[CH:30]=[CH:29][C:28]([O:31][CH2:32][C:33]5[CH:38]=[CH:37][C:36]([Cl:39])=[C:35]([Cl:40])[CH:34]=5)=[CH:27][CH:26]=4)[C:14](=[O:24])[NH:15]3)=[CH:10][C:9]=2[CH2:8]1)=[O:6])([CH3:3])[CH3:2].Cl.COC(=O)[C@@H](N)CC1C=CC(C2C=CC=CC=2)=CC=1, predict the reaction product. The product is: [CH:1]([O:4][C:5]([N:7]1[CH2:20][CH2:19][C:18]2[CH:17]=[C:16]3[C:11]([O:12][CH:13]([C:25]4[CH:26]=[CH:27][C:28]([O:31][CH2:32][C:33]5[CH:38]=[CH:37][C:36]([Cl:39])=[C:35]([Cl:40])[CH:34]=5)=[CH:29][CH:30]=4)[C:14](=[O:24])[NH:15]3)=[CH:10][C:9]=2[CH2:8]1)=[O:6])([CH3:3])[CH3:2]. (5) Given the reactants [OH:1][CH2:2][C:3]1[CH:30]=[CH:29][C:6]2[N:7]([CH2:24][CH2:25][CH:26]([CH3:28])[CH3:27])[C:8]([CH2:10][N:11]3[C:15]4[CH:16]=[CH:17][CH:18]=[CH:19][C:14]=4[N:13]([CH:20]([CH3:22])[CH3:21])[C:12]3=[O:23])=[N:9][C:5]=2[CH:4]=1.[CH3:31][S:32](Cl)(=[O:34])=[O:33], predict the reaction product. The product is: [CH:20]([N:13]1[C:14]2[CH:19]=[CH:18][CH:17]=[CH:16][C:15]=2[N:11]([CH2:10][C:8]2[N:7]([CH2:24][CH2:25][CH:26]([CH3:28])[CH3:27])[C:6]3[CH:29]=[CH:30][C:3]([CH2:2][O:1][S:32]([CH3:31])(=[O:34])=[O:33])=[CH:4][C:5]=3[N:9]=2)[C:12]1=[O:23])([CH3:21])[CH3:22].